Dataset: Forward reaction prediction with 1.9M reactions from USPTO patents (1976-2016). Task: Predict the product of the given reaction. (1) The product is: [Cl:1][C:2]1[CH:3]=[C:4]([C@:8]([C@@H:15]2[CH2:20][CH2:19][CH2:18][N:17]([C:21]([O:23][C:24]([CH3:27])([CH3:26])[CH3:25])=[O:22])[CH2:16]2)([OH:9])[CH2:13][CH2:12][CH2:11][C:10]([NH:29][CH3:28])=[O:14])[CH:5]=[CH:6][CH:7]=1. Given the reactants [Cl:1][C:2]1[CH:3]=[C:4]([C@@:8]2([C@@H:15]3[CH2:20][CH2:19][CH2:18][N:17]([C:21]([O:23][C:24]([CH3:27])([CH3:26])[CH3:25])=[O:22])[CH2:16]3)[CH2:13][CH2:12][CH2:11][C:10](=[O:14])[O:9]2)[CH:5]=[CH:6][CH:7]=1.[CH3:28][NH2:29], predict the reaction product. (2) Given the reactants [NH:1]1[CH2:6][CH2:5][O:4][CH2:3][C:2]1=[O:7].[C:8](#[N:11])[CH2:9]O.[OH2:12], predict the reaction product. The product is: [C:8]([CH2:9][NH:1][CH2:6][CH2:5][O:4][CH2:3][C:2]([OH:7])=[O:12])#[N:11]. (3) Given the reactants [C@@H:1]1([N:10]2[C:19]3[N:18]=[CH:17][N:16]=[C:14]([NH2:15])[C:13]=3[N:12]=[CH:11]2)[O:9][C@H:6]([CH2:7][OH:8])[C@@H:4]([OH:5])[C@H:2]1[OH:3].[O:20]=P12OP3(OP(OP(O3)(O1)=O)(=O)O2)=O.[H-].[Na+].Br[CH2:37][CH2:38][Si:39]([C:42]([CH3:45])([CH3:44])[CH3:43])([CH3:41])[CH3:40], predict the reaction product. The product is: [Si:39]([CH:38]([OH:20])[CH2:37][O:5][C@@H:4]1[C@@H:6]([CH2:7][OH:8])[O:9][C@@H:1]([N:10]2[C:19]3[N:18]=[CH:17][N:16]=[C:14]([NH2:15])[C:13]=3[N:12]=[CH:11]2)[C@@H:2]1[OH:3])([C:42]([CH3:45])([CH3:44])[CH3:43])([CH3:41])[CH3:40]. (4) Given the reactants [F:1][C:2]1[CH:15]=[CH:14][CH:13]=[CH:12][C:3]=1[CH2:4][N:5]1[CH2:10][CH2:9][C:8](=[O:11])[CH2:7][CH2:6]1.[OH-].[Na+].[C:18]1(C)C=CC=CC=1, predict the reaction product. The product is: [F:1][C:2]1[CH:15]=[CH:14][CH:13]=[CH:12][C:3]=1[CH2:4][N:5]1[CH2:10][CH2:9][C:8]2([O:11][CH2:18]2)[CH2:7][CH2:6]1.